Dataset: Acute oral toxicity (LD50) regression data from Zhu et al.. Task: Regression/Classification. Given a drug SMILES string, predict its toxicity properties. Task type varies by dataset: regression for continuous values (e.g., LD50, hERG inhibition percentage) or binary classification for toxic/non-toxic outcomes (e.g., AMES mutagenicity, cardiotoxicity, hepatotoxicity). Dataset: ld50_zhu. (1) The compound is COC(=O)N(CCCl)N=O. The rat oral LD50 is 3.92, given as -log10 of the dose in mol/kg body weight (higher means more acutely toxic). (2) The molecule is Cc1cccc(I)c1. The rat oral LD50 is 1.98, given as -log10 of the dose in mol/kg body weight (higher means more acutely toxic).